Dataset: Reaction yield outcomes from USPTO patents with 853,638 reactions. Task: Predict the reaction yield, written as a fraction of the theoretical maximum amount of product (1.0 means a 100% yield; for example, 0.34 means a 34% yield). (1) The reactants are [NH:1]1[CH:5]=[C:4]([N:6]2[C:14](=[O:15])[C:13]3[C:8](=[CH:9][CH:10]=[CH:11][CH:12]=3)[C:7]2=[O:16])[CH:3]=[N:2]1.Cl[CH2:18][C:19]1[C:20]([CH3:25])=[N:21][O:22][C:23]=1[CH3:24].C(=O)([O-])[O-].[Cs+].[Cs+]. The catalyst is CN(C=O)C.O. The product is [CH3:25][C:20]1[C:19]([CH2:18][N:1]2[CH:5]=[C:4]([N:6]3[C:14](=[O:15])[C:13]4[C:8](=[CH:9][CH:10]=[CH:11][CH:12]=4)[C:7]3=[O:16])[CH:3]=[N:2]2)=[C:23]([CH3:24])[O:22][N:21]=1. The yield is 0.380. (2) The reactants are [CH:1]1[C:13]2[CH:12]([CH2:14][O:15][C:16]([NH:18][C@@H:19]([CH2:23][C:24]([OH:26])=[O:25])[C:20]([OH:22])=O)=[O:17])[C:11]3[C:6](=[CH:7][CH:8]=[CH:9][CH:10]=3)[C:5]=2[CH:4]=[CH:3][CH:2]=1.CN([P+](ON1N=NC2C=C[CH:43]=[CH:44][C:39]1=2)(N(C)C)N(C)C)C.F[P-](F)(F)(F)(F)F.[CH:54]1C=C2N=NN(O)C2=CC=1.O.C(N(CC)C(C)C)(C)C.[NH2:74][CH2:75][CH2:76][CH2:77][CH2:78][CH2:79][CH2:80][CH2:81][CH2:82][CH2:83][CH2:84][CH3:85]. The catalyst is CN(C)C=O.O.C(OCC)(=O)C. The product is [C:44]([O:26][C:24](=[O:25])[CH2:23][C@H:19]([NH:18][C:16]([O:15][CH2:14][CH:12]1[C:11]2[CH:10]=[CH:9][CH:8]=[CH:7][C:6]=2[C:5]2[C:13]1=[CH:1][CH:2]=[CH:3][CH:4]=2)=[O:17])[C:20]([NH:74][CH2:75][CH2:76][CH2:77][CH2:78][CH2:79][CH2:80][CH2:81][CH2:82][CH2:83][CH2:84][CH3:85])=[O:22])([CH3:43])([CH3:39])[CH3:54]. The yield is 0.820.